Predict which catalyst facilitates the given reaction. From a dataset of Catalyst prediction with 721,799 reactions and 888 catalyst types from USPTO. Reactant: Br[CH2:2][C:3]1[CH:8]=[CH:7][C:6]([O:9][C:10]([F:13])([F:12])[F:11])=[CH:5][CH:4]=1.[C-:14]#[N:15].[Na+]. Product: [F:11][C:10]([F:13])([F:12])[O:9][C:6]1[CH:7]=[CH:8][C:3]([CH2:2][C:14]#[N:15])=[CH:4][CH:5]=1. The catalyst class is: 16.